Dataset: Catalyst prediction with 721,799 reactions and 888 catalyst types from USPTO. Task: Predict which catalyst facilitates the given reaction. (1) Reactant: [C:1]([C:4]1[CH:9]=[C:8]([Cl:10])[CH:7]=[CH:6][C:5]=1[NH:11][S:12]([C:15]([F:18])([F:17])[F:16])(=[O:14])=[O:13])(=O)[CH3:2].Cl.[F:20][C:21]([F:31])([F:30])[C:22]1[CH:23]=[C:24]([O:28][NH2:29])[CH:25]=[CH:26][CH:27]=1.CC([O-])=O.[Na+]. Product: [Cl:10][C:8]1[CH:7]=[CH:6][C:5]([NH:11][S:12]([C:15]([F:18])([F:17])[F:16])(=[O:14])=[O:13])=[C:4]([C:1](=[N:29][O:28][C:24]2[CH:25]=[CH:26][CH:27]=[C:22]([C:21]([F:20])([F:31])[F:30])[CH:23]=2)[CH3:2])[CH:9]=1. The catalyst class is: 14. (2) Reactant: Cl[C:2]1[CH:7]=[CH:6][C:5]([N+:8]([O-:10])=[O:9])=[CH:4][CH:3]=1.[CH3:11][C:12]1[CH:17]=[CH:16][CH:15]=[CH:14][C:13]=1B(O)O.[F-].[K+]. Product: [CH3:11][C:12]1[CH:17]=[CH:16][CH:15]=[CH:14][C:13]=1[C:2]1[CH:7]=[CH:6][C:5]([N+:8]([O-:10])=[O:9])=[CH:4][CH:3]=1. The catalyst class is: 1. (3) Reactant: [F:1][C:2]1[CH:7]=[CH:6][C:5]([OH:8])=[CH:4][CH:3]=1.[Na+].[I-:10].[OH-].[Na+].[O-]Cl.[Na+].[O-]S([O-])(=S)=O.[Na+].[Na+].Cl. Product: [F:1][C:2]1[CH:7]=[CH:6][C:5]([OH:8])=[C:4]([I:10])[CH:3]=1. The catalyst class is: 5. (4) Reactant: Cl[C:2]([O:4][CH3:5])=[O:3].Cl.[CH3:7][N:8]1[CH2:13][CH2:12][N:11]([C:14]2[CH:19]=[C:18]([C:20]3[CH:29]=[C:28]4[C:23]([CH2:24][CH2:25][N:26]([C:30](=[O:37])[CH2:31][CH:32]5[CH2:36][CH2:35][NH:34][CH2:33]5)[CH2:27]4)=[CH:22][CH:21]=3)[N:17]=[C:16]([NH2:38])[N:15]=2)[CH2:10][CH2:9]1.C(N(CC)CC)C. Product: [NH2:38][C:16]1[N:17]=[C:18]([C:20]2[CH:29]=[C:28]3[C:23]([CH2:24][CH2:25][N:26]([C:30](=[O:37])[CH2:31][CH:32]4[CH2:36][CH2:35][N:34]([C:2]([O:4][CH3:5])=[O:3])[CH2:33]4)[CH2:27]3)=[CH:22][CH:21]=2)[CH:19]=[C:14]([N:11]2[CH2:10][CH2:9][N:8]([CH3:7])[CH2:13][CH2:12]2)[N:15]=1. The catalyst class is: 10. (5) Reactant: [O:1]1[C@H:5]2[O:6][CH2:7][CH2:8][C@H:4]2[C@@H:3]([OH:9])[CH2:2]1.C(N(CC)CC)C.[C:17](=O)([O:26]N1C(=O)CCC1=O)[O:18][N:19]1[C:23](=[O:24])[CH2:22][CH2:21][C:20]1=[O:25]. Product: [O:1]1[C@H:5]2[O:6][CH2:7][CH2:8][C@H:4]2[C@@H:3]([O:9][C:17]([O:18][N:19]2[C:23](=[O:24])[CH2:22][CH2:21][C:20]2=[O:25])=[O:26])[CH2:2]1. The catalyst class is: 10. (6) Reactant: C(OC([NH:8][C@@H:9]([CH3:40])[C:10]([O:12][C:13]1[CH:18]=[CH:17][C:16]([C@@H:19]2[CH2:24][CH2:23][N:22]([C@@H:25]3[CH2:29][CH2:28][N:27]([CH2:30][C:31]4[CH:36]=[CH:35][C:34]([CH3:37])=[CH:33][CH:32]=4)[C:26]3=[O:38])[CH2:21][C@H:20]2[F:39])=[CH:15][CH:14]=1)=[O:11])=O)(C)(C)C.[ClH:41].C(OCC)C. Product: [ClH:41].[NH2:8][C@@H:9]([CH3:40])[C:10]([O:12][C:13]1[CH:18]=[CH:17][C:16]([C@@H:19]2[CH2:24][CH2:23][N:22]([C@@H:25]3[CH2:29][CH2:28][N:27]([CH2:30][C:31]4[CH:32]=[CH:33][C:34]([CH3:37])=[CH:35][CH:36]=4)[C:26]3=[O:38])[CH2:21][C@H:20]2[F:39])=[CH:15][CH:14]=1)=[O:11]. The catalyst class is: 2. (7) Reactant: C(N(CCCC)CCCC)CCC.[CH2:14]([OH:22])[C:15]([F:21])([F:20])[C:16]([F:19])([F:18])[F:17].[CH2:23]=[C:24]([C:29](OS(F)(=O)=O)([F:31])[F:30])[C:25]([F:28])([F:27])[F:26]. Product: [CH2:23]=[C:24]([C:29]([O:22][CH2:14][C:15]([C:16]([F:19])([F:18])[F:17])([F:21])[F:20])([F:31])[F:30])[C:25]([F:28])([F:27])[F:26]. The catalyst class is: 270. (8) Reactant: Br[CH:2]([CH2:6][CH2:7][N:8]1[C:16](=[O:17])[C:15]2[C:10](=[CH:11][CH:12]=[CH:13][CH:14]=2)[C:9]1=[O:18])[C:3]([OH:5])=O.[CH:19]12[CH2:25][CH:22]([CH:23]=[CH:24]1)[CH2:21][CH:20]2[NH:26][C:27]([NH2:29])=[S:28].C([O-])(O)=O.[Na+]. Product: [CH:19]12[CH2:25][CH:22]([CH:23]=[CH:24]1)[CH2:21][CH:20]2[NH:26][C:27]1[S:28][CH:2]([CH2:6][CH2:7][N:8]2[C:16](=[O:17])[C:15]3[C:10](=[CH:11][CH:12]=[CH:13][CH:14]=3)[C:9]2=[O:18])[C:3](=[O:5])[N:29]=1. The catalyst class is: 21. (9) Reactant: [C:1]([C:5]1[CH:6]=[C:7]([C:11]2[CH:16]=[C:15]([O:17][CH3:18])[CH:14]=[CH:13][C:12]=2[CH:19]2[C:27]3[C:22](=[CH:23][CH:24]=[C:25]([O:28][CH2:29][CH2:30][CH3:31])[CH:26]=3)[CH:21]([C:32]3[CH:37]=[CH:36][C:35]4[O:38][CH2:39][O:40][C:34]=4[CH:33]=3)[CH:20]2[C:41]([O-:43])=[O:42])[CH:8]=[CH:9][CH:10]=1)([O:3]C)=[O:2].[OH-].[Na+].Cl. Product: [C:1]([C:5]1[CH:6]=[C:7]([C:11]2[CH:16]=[C:15]([O:17][CH3:18])[CH:14]=[CH:13][C:12]=2[CH:19]2[C:27]3[C:22](=[CH:23][CH:24]=[C:25]([O:28][CH2:29][CH2:30][CH3:31])[CH:26]=3)[CH:21]([C:32]3[CH:37]=[CH:36][C:35]4[O:38][CH2:39][O:40][C:34]=4[CH:33]=3)[CH:20]2[C:41]([OH:43])=[O:42])[CH:8]=[CH:9][CH:10]=1)([OH:3])=[O:2]. The catalyst class is: 378.